Dataset: Reaction yield outcomes from USPTO patents with 853,638 reactions. Task: Predict the reaction yield, written as a fraction of the theoretical maximum amount of product (1.0 means a 100% yield; for example, 0.34 means a 34% yield). (1) The reactants are [CH2:1]([N:3]1[CH2:8][C:7]([CH3:10])([CH3:9])[O:6][C:5](=[O:11])[CH:4]1[CH2:12][C:13]([OH:15])=O)[CH3:2].C(N(C(C)C)CC)(C)C.CN(C(ON1N=NC2C=CC=NC1=2)=[N+](C)C)C.F[P-](F)(F)(F)(F)F.[CH2:49]([NH2:53])[CH:50]([CH3:52])[CH3:51]. The catalyst is CN(C=O)C. The product is [CH2:1]([N:3]1[CH2:8][C:7]([CH3:9])([CH3:10])[O:6][C:5](=[O:11])[CH:4]1[CH2:12][C:13]([NH:53][CH2:49][CH:50]([CH3:52])[CH3:51])=[O:15])[CH3:2]. The yield is 0.450. (2) The reactants are [CH3:1][S:2](O)(=O)=O.[NH2:6][CH2:7][C:8]1[CH:9]=[C:10]2[C:14](=[CH:15][CH:16]=1)[C:13](=[O:17])[N:12]([CH:18]1[CH2:23][CH2:22][C:21](=[O:24])[NH:20][C:19]1=[O:25])[CH2:11]2.[F:26][C:27]([F:39])([F:38])[S:28][C:29]1[CH:34]=[CH:33][CH:32]=[CH:31][C:30]=1N=C=S.Cl.C(#[N:43])C. No catalyst specified. The product is [O:25]=[C:19]1[CH:18]([N:12]2[CH2:11][C:10]3[C:14](=[CH:15][CH:16]=[C:8]([CH2:7][NH:6][C:1]([NH:43][C:32]4[CH:31]=[CH:30][C:29]([S:28][C:27]([F:26])([F:38])[F:39])=[CH:34][CH:33]=4)=[S:2])[CH:9]=3)[C:13]2=[O:17])[CH2:23][CH2:22][C:21](=[O:24])[NH:20]1. The yield is 0.480. (3) The reactants are Br[C:2]1[CH:3]=[N:4][C:5]2[NH:14][C:13](=[O:15])[C@@H:12]3[N:8]([CH2:9][CH2:10][CH2:11]3)[CH2:7][C:6]=2[CH:16]=1.[C:17]([O:21][C:22]([CH3:25])([CH3:24])[CH3:23])(=[O:20])[CH:18]=[CH2:19].C(N(C(C)C)C(C)C)C.CC1C=CC=CC=1P(C1C=CC=CC=1C)C1C=CC=CC=1C. The catalyst is C(#N)CC.CN(C=O)C.C(Cl)Cl.CC([O-])=O.CC([O-])=O.[Pd+2]. The product is [C:22]([O:21][C:17](=[O:20])/[CH:18]=[CH:19]/[C:2]1[CH:3]=[N:4][C:5]2[NH:14][C:13](=[O:15])[C@@H:12]3[N:8]([CH2:9][CH2:10][CH2:11]3)[CH2:7][C:6]=2[CH:16]=1)([CH3:25])([CH3:24])[CH3:23]. The yield is 0.560.